This data is from Forward reaction prediction with 1.9M reactions from USPTO patents (1976-2016). The task is: Predict the product of the given reaction. (1) Given the reactants [OH:1][C:2]1[CH:3]=[C:4]2[C:26](=[CH:27][C:28]=1[CH3:29])[O:25][C:7]1([CH2:16][C:15]([CH3:18])([CH3:17])[C:14]3[C:9](=[CH:10][C:11]([CH3:24])=[C:12]([O:19][CH2:20][C:21](O)=[O:22])[CH:13]=3)[O:8]1)[CH2:6][C:5]2([CH3:31])[CH3:30].[Cl-].[NH4+].CC[N:36]=C=NCCCN(C)C.C1C=CC2N(O)N=NC=2C=1, predict the reaction product. The product is: [OH:1][C:2]1[CH:3]=[C:4]2[C:26](=[CH:27][C:28]=1[CH3:29])[O:25][C:7]1([CH2:16][C:15]([CH3:18])([CH3:17])[C:14]3[C:9](=[CH:10][C:11]([CH3:24])=[C:12]([O:19][CH2:20][C:21]([NH2:36])=[O:22])[CH:13]=3)[O:8]1)[CH2:6][C:5]2([CH3:31])[CH3:30]. (2) Given the reactants [CH3:1][O:2][C:3]1([O:10][CH3:11])[CH:8]=[CH:7][C:6](=[O:9])[CH:5]=[CH:4]1.C(N(CC)C(C)C)(C)C.[H][H], predict the reaction product. The product is: [CH3:11][O:10][C:3]1([O:2][CH3:1])[CH2:4][CH2:5][C:6](=[O:9])[CH2:7][CH2:8]1. (3) Given the reactants Cl.[Cl:2][C:3]1[CH:21]=[CH:20][CH:19]=[CH:18][C:4]=1[CH:5]([O:13][CH:14]1[CH2:17][NH:16][CH2:15]1)[C:6]1[CH:11]=[CH:10][C:9]([Cl:12])=[CH:8][CH:7]=1.[C:22]1([S:28]([N:31]=[C:32]=[O:33])(=[O:30])=[O:29])[CH:27]=[CH:26][CH:25]=[CH:24][CH:23]=1.C(=O)([O-])[O-], predict the reaction product. The product is: [Cl:2][C:3]1[CH:21]=[CH:20][CH:19]=[CH:18][C:4]=1[CH:5]([O:13][CH:14]1[CH2:17][N:16]([C:32]([NH:31][S:28]([C:22]2[CH:23]=[CH:24][CH:25]=[CH:26][CH:27]=2)(=[O:30])=[O:29])=[O:33])[CH2:15]1)[C:6]1[CH:7]=[CH:8][C:9]([Cl:12])=[CH:10][CH:11]=1. (4) Given the reactants Cl[C:2]([O:4][CH:5]([Cl:7])[CH3:6])=[O:3].[CH3:8][O:9][C:10]1[CH:11]=[C:12]2[C:17](=[CH:18][CH:19]=1)[CH:16]=[C:15]([C@H:20]([CH3:29])[C:21]([O:23][CH2:24]/[CH:25]=[CH:26]\[CH2:27][OH:28])=[O:22])[CH:14]=[CH:13]2.N1C=CC=CC=1, predict the reaction product. The product is: [CH3:8][O:9][C:10]1[CH:11]=[C:12]2[C:17](=[CH:18][CH:19]=1)[CH:16]=[C:15]([C@H:20]([CH3:29])[C:21]([O:23][CH2:24]/[CH:25]=[CH:26]\[CH2:27][O:28][C:2]([O:4][CH:5]([Cl:7])[CH3:6])=[O:3])=[O:22])[CH:14]=[CH:13]2. (5) Given the reactants [CH3:1][C:2]([C:4]1[CH:27]=[CH:26][C:7]([CH2:8][NH:9][C:10](=[O:25])[CH2:11][CH2:12][C:13]2[CH:18]=[CH:17][C:16]([O:19][CH2:20][C:21]#[CH:22])=[C:15]([O:23][CH3:24])[CH:14]=2)=[CH:6][CH:5]=1)=O.Cl.[CH2:29]([O:36]ON)[C:30]1[CH:35]=[CH:34][CH:33]=[CH:32][CH:31]=1.[N:39]1C=CC=CC=1.C(O)C, predict the reaction product. The product is: [CH2:29]([O:36][N:39]=[C:2]([C:4]1[CH:27]=[CH:26][C:7]([CH2:8][NH:9][C:10](=[O:25])[CH2:11][CH2:12][C:13]2[CH:18]=[CH:17][C:16]([O:19][CH2:20][C:21]#[CH:22])=[C:15]([O:23][CH3:24])[CH:14]=2)=[CH:6][CH:5]=1)[CH3:1])[C:30]1[CH:31]=[CH:32][CH:33]=[CH:34][CH:35]=1.